This data is from Full USPTO retrosynthesis dataset with 1.9M reactions from patents (1976-2016). The task is: Predict the reactants needed to synthesize the given product. Given the product [ClH:34].[C:1]([CH2:3][CH2:4][C:5]1[NH:9][C:8]([C:10]2[CH:11]=[CH:12][C:13]([F:16])=[CH:14][CH:15]=2)=[N:7][C:6]=1[C:17]1[CH:22]=[CH:21][CH:20]=[CH:19][C:18]=1[OH:23])#[N:2], predict the reactants needed to synthesize it. The reactants are: [C:1]([CH2:3][CH2:4][C:5]1[NH:9][C:8]([C:10]2[CH:15]=[CH:14][C:13]([F:16])=[CH:12][CH:11]=2)=[N:7][C:6]=1[C:17]1[CH:22]=[CH:21][CH:20]=[CH:19][C:18]=1[O:23]C)#[N:2].B(Br)(Br)Br.C(=O)([O-])O.[Na+].[Cl:34]CCl.